From a dataset of Forward reaction prediction with 1.9M reactions from USPTO patents (1976-2016). Predict the product of the given reaction. Given the reactants [NH2:1][C:2]1[CH:3]=[C:4]2[C:17](=[CH:18][CH:19]=1)[CH2:16][C:6]1([C:14]3[C:9](=[N:10][CH:11]=[CH:12][CH:13]=3)[NH:8][C:7]1=[O:15])[CH2:5]2.O[CH2:21]N1C2C=CC=CC=2N=N1.[BH4-].[Na+], predict the reaction product. The product is: [CH3:21][NH:1][C:2]1[CH:3]=[C:4]2[C:17](=[CH:18][CH:19]=1)[CH2:16][C:6]1([C:14]3[C:9](=[N:10][CH:11]=[CH:12][CH:13]=3)[NH:8][C:7]1=[O:15])[CH2:5]2.